This data is from Forward reaction prediction with 1.9M reactions from USPTO patents (1976-2016). The task is: Predict the product of the given reaction. (1) Given the reactants [NH:1]1[CH:5]=[CH:4][N:3]=[CH:2]1.C(=O)([O-])[O-].[K+].[K+].[Cl:12][C:13]1[CH:14]=[C:15]2[C:20](=[CH:21][CH:22]=1)[CH:19]=[C:18]([S:23]([CH2:26][CH2:27][C:28]([N:30]1[CH2:35][CH2:34][CH:33]([CH2:36][CH2:37]I)[CH2:32][CH2:31]1)=[O:29])(=[O:25])=[O:24])[CH:17]=[CH:16]2, predict the reaction product. The product is: [Cl:12][C:13]1[CH:14]=[C:15]2[C:20](=[CH:21][CH:22]=1)[CH:19]=[C:18]([S:23]([CH2:26][CH2:27][C:28]([N:30]1[CH2:35][CH2:34][CH:33]([CH2:36][CH2:37][C:5]3[N:1]=[CH:2][NH:3][CH:4]=3)[CH2:32][CH2:31]1)=[O:29])(=[O:24])=[O:25])[CH:17]=[CH:16]2. (2) Given the reactants C[N:2]([CH:4]=[CH:5][C:6]([C:8]1[CH:13]=[CH:12][CH:11]=[C:10]([N+:14]([O-:16])=[O:15])[CH:9]=1)=O)[CH3:3].[CH2:17]([O:19][C:20]([C:22]1[CH:23]=[N:24][NH:25]C=1N)=[O:21])[CH3:18], predict the reaction product. The product is: [CH2:17]([O:19][C:20]([C:22]1[CH:23]=[N:24][N:25]2[C:6]([C:8]3[CH:13]=[CH:12][CH:11]=[C:10]([N+:14]([O-:16])=[O:15])[CH:9]=3)=[CH:5][CH:4]=[N:2][C:3]=12)=[O:21])[CH3:18]. (3) Given the reactants [Si]([O:8][CH2:9][C@H:10]1[N:15]([C:16]([O:18][C:19]([CH3:22])([CH3:21])[CH3:20])=[O:17])[CH2:14][C@@H:13]([CH2:23][O:24][C:25]2[C:30]([N+:31]([O-:33])=[O:32])=[CH:29][CH:28]=[CH:27][C:26]=2[F:34])[O:12][CH2:11]1)(C(C)(C)C)(C)C.[F-].C([N+](CCCC)(CCCC)CCCC)CCC, predict the reaction product. The product is: [F:34][C:26]1[CH:27]=[CH:28][CH:29]=[C:30]([N+:31]([O-:33])=[O:32])[C:25]=1[O:24][CH2:23][C@H:13]1[O:12][CH2:11][C@@H:10]([CH2:9][OH:8])[N:15]([C:16]([O:18][C:19]([CH3:22])([CH3:20])[CH3:21])=[O:17])[CH2:14]1. (4) Given the reactants Cl[C:2]1[C:7]([N:8]2[CH2:14][CH:13]3[O:15][CH:10]([CH2:11][CH2:12]3)[CH2:9]2)=[C:6](Cl)[N:5]=[C:4]([C:17]2[C:25]3[C:20](=[N:21][CH:22]=[CH:23][CH:24]=3)[N:19]([CH2:26][C:27]3[CH:32]=[CH:31][CH:30]=[CH:29][C:28]=3[F:33])[N:18]=2)[N:3]=1.C([O-])=O.[NH4+], predict the reaction product. The product is: [F:33][C:28]1[CH:29]=[CH:30][CH:31]=[CH:32][C:27]=1[CH2:26][N:19]1[C:20]2=[N:21][CH:22]=[CH:23][CH:24]=[C:25]2[C:17]([C:4]2[N:5]=[CH:6][C:7]([N:8]3[CH2:9][CH:10]4[O:15][CH:13]([CH2:12][CH2:11]4)[CH2:14]3)=[CH:2][N:3]=2)=[N:18]1. (5) Given the reactants [NH2:1][C:2]1[N:7]=[C:6]([N:8]2[CH2:22][CH2:21][C:11]3([CH2:15][NH:14][C@H:13]([C:16]([O:18]CC)=[O:17])[CH2:12]3)[CH2:10][CH2:9]2)[CH:5]=[C:4]([O:23][C@H:24]([C:29]2[CH:34]=[C:33]([CH:35]=[CH2:36])[CH:32]=[CH:31][C:30]=2[N:37]2[CH:41]=[CH:40][C:39]([CH3:42])=[N:38]2)[C:25]([F:28])([F:27])[F:26])[N:3]=1.[Li+].[OH-], predict the reaction product. The product is: [NH2:1][C:2]1[N:7]=[C:6]([N:8]2[CH2:22][CH2:21][C:11]3([CH2:15][NH:14][C@H:13]([C:16]([OH:18])=[O:17])[CH2:12]3)[CH2:10][CH2:9]2)[CH:5]=[C:4]([O:23][C@H:24]([C:29]2[CH:34]=[C:33]([CH:35]=[CH2:36])[CH:32]=[CH:31][C:30]=2[N:37]2[CH:41]=[CH:40][C:39]([CH3:42])=[N:38]2)[C:25]([F:28])([F:27])[F:26])[N:3]=1. (6) Given the reactants C([O-])([O-])=O.[K+].[K+].[I:7][C:8]1[CH:9]=[C:10]([C:14](=[O:20])[CH2:15][CH2:16][CH2:17][CH2:18]Cl)[CH:11]=[CH:12][CH:13]=1.[CH3:21][CH:22]([CH3:38])[C:23]([NH:25][C:26]1[CH:31]=[CH:30][CH:29]=[C:28]([CH:32]2[CH2:37][CH2:36][NH:35][CH2:34][CH2:33]2)[CH:27]=1)=[O:24], predict the reaction product. The product is: [I:7][C:8]1[CH:9]=[C:10]([C:14](=[O:20])[CH2:15][CH2:16][CH2:17][CH2:18][N:35]2[CH2:36][CH2:37][CH:32]([C:28]3[CH:27]=[C:26]([NH:25][C:23](=[O:24])[CH:22]([CH3:21])[CH3:38])[CH:31]=[CH:30][CH:29]=3)[CH2:33][CH2:34]2)[CH:11]=[CH:12][CH:13]=1.